Task: Predict the reactants needed to synthesize the given product.. Dataset: Full USPTO retrosynthesis dataset with 1.9M reactions from patents (1976-2016) (1) Given the product [N+:12]([C:4]1[CH:3]=[C:2]([C:23]2[CH:24]=[N:25][N:26]([C:28]([O:30][C:31]([CH3:34])([CH3:33])[CH3:32])=[O:29])[CH:27]=2)[CH:7]=[C:6]([C:8]([F:11])([F:10])[F:9])[CH:5]=1)([O-:14])=[O:13], predict the reactants needed to synthesize it. The reactants are: Br[C:2]1[CH:7]=[C:6]([C:8]([F:11])([F:10])[F:9])[CH:5]=[C:4]([N+:12]([O-:14])=[O:13])[CH:3]=1.CC1(C)C(C)(C)OB([C:23]2[CH:24]=[N:25][N:26]([C:28]([O:30][C:31]([CH3:34])([CH3:33])[CH3:32])=[O:29])[CH:27]=2)O1.C([O-])(=O)C.[Na+].O1CCOCC1. (2) Given the product [C:11]([O:10][C:8](=[O:9])[N:2]([CH3:1])[CH:3]([C:4](=[O:6])[NH:44][C:42]1[CH:41]=[C:40]([C:45]2[CH:46]=[CH:47][N:48]=[CH:49][CH:50]=2)[CH:39]=[C:38]([C:37]#[C:36][C:30]2[CH:31]=[CH:32][CH:33]=[CH:34][CH:35]=2)[N:43]=1)[CH3:7])([CH3:14])([CH3:13])[CH3:12], predict the reactants needed to synthesize it. The reactants are: [CH3:1][N:2]([C:8]([O:10][C:11]([CH3:14])([CH3:13])[CH3:12])=[O:9])[CH:3]([CH3:7])[C:4]([OH:6])=O.C1(N=C=NC2CCCCC2)CCCCC1.[C:30]1([C:36]#[C:37][C:38]2[N:43]=[C:42]([NH2:44])[CH:41]=[C:40]([C:45]3[CH:50]=[CH:49][N:48]=[CH:47][CH:46]=3)[CH:39]=2)[CH:35]=[CH:34][CH:33]=[CH:32][CH:31]=1.CCN(C(C)C)C(C)C. (3) Given the product [F:16][C:17]([F:24])([F:23])[C:18](=[O:19])[CH2:14][C:13]([C:4]1[CH:5]=[CH:6][C:7]([C:8]2[N:9]=[CH:10][S:11][CH:12]=2)=[C:2]([F:1])[CH:3]=1)=[O:15], predict the reactants needed to synthesize it. The reactants are: [F:1][C:2]1[CH:3]=[C:4]([C:13](=[O:15])[CH3:14])[CH:5]=[CH:6][C:7]=1[C:8]1[N:9]=[CH:10][S:11][CH:12]=1.[F:16][C:17]([F:24])([F:23])[C:18](OCC)=[O:19].C[O-].[Na+].Cl. (4) Given the product [Cl:21][C:16]1[CH:17]=[CH:18][CH:19]=[CH:20][C:15]=1[C@H:14]1[O:13][C:12]([CH3:22])([CH3:23])[O:11][C@H:10]1[CH2:9][OH:8], predict the reactants needed to synthesize it. The reactants are: C([O:8][CH2:9][C@H:10]1[C@@H:14]([C:15]2[CH:20]=[CH:19][CH:18]=[CH:17][C:16]=2[Cl:21])[O:13][C:12]([CH3:23])([CH3:22])[O:11]1)C1C=CC=CC=1.C(OCC1C(C2C=CC=CC=2Cl)OC(C)(C)O1)C1C=CC=CC=1. (5) Given the product [O:14]=[C:11]1[N:10]([CH2:20][CH2:21][CH2:22][CH2:23][CH2:24][C:25]([O:27][CH2:28][CH3:29])=[O:26])[C:9]2[CH:15]=[CH:16][CH:17]=[CH:18][C:8]=2[C:7]([C:1]2[CH:2]=[CH:3][CH:4]=[CH:5][CH:6]=2)=[N:13][CH2:12]1, predict the reactants needed to synthesize it. The reactants are: [C:1]1([C:7]2[C:8]3[CH:18]=[CH:17][CH:16]=[CH:15][C:9]=3[NH:10][C:11](=[O:14])[CH2:12][N:13]=2)[CH:6]=[CH:5][CH:4]=[CH:3][CH:2]=1.Br[CH2:20][CH2:21][CH2:22][CH2:23][CH2:24][C:25]([O:27][CH2:28][CH3:29])=[O:26].C(=O)([O-])[O-].[K+].[K+]. (6) Given the product [CH2:1]([O:3][C:4](=[O:47])[CH2:5][CH2:6][CH2:7][O:8][C:9]1[CH:14]=[CH:13][CH:12]=[C:11]([CH2:15][CH2:16][CH2:17][CH2:18][CH2:19][CH2:20][O:21][C:22]2[CH:23]=[C:24]([C:30]3[CH:35]=[CH:34][C:33]([S:36]([CH3:39])(=[O:38])=[O:37])=[CH:32][CH:31]=3)[CH:25]=[C:26]([CH2:28][O:29][CH2:51][CH3:52])[CH:27]=2)[C:10]=1[CH2:40][CH2:41][C:42]([O:44][CH2:45][CH3:46])=[O:43])[CH3:2], predict the reactants needed to synthesize it. The reactants are: [CH2:1]([O:3][C:4](=[O:47])[CH2:5][CH2:6][CH2:7][O:8][C:9]1[CH:14]=[CH:13][CH:12]=[C:11]([CH2:15][CH2:16][CH2:17][CH2:18][CH2:19][CH2:20][O:21][C:22]2[CH:23]=[C:24]([C:30]3[CH:35]=[CH:34][C:33]([S:36]([CH3:39])(=[O:38])=[O:37])=[CH:32][CH:31]=3)[CH:25]=[C:26]([CH2:28][OH:29])[CH:27]=2)[C:10]=1[CH2:40][CH2:41][C:42]([O:44][CH2:45][CH3:46])=[O:43])[CH3:2].[H-].[Na+].I[CH2:51][CH3:52]. (7) Given the product [C:47]([O:46][C@H:43]1[CH2:44][CH2:45][NH:41][CH2:42]1)(=[O:54])[C:48]1[CH:49]=[CH:50][CH:51]=[CH:52][CH:53]=1, predict the reactants needed to synthesize it. The reactants are: C(N1CCC(O)C1)C1C=CC=CC=1.N1C=CC=CC=1.C(Cl)(=O)C1C=CC=CC=1.C([O-])(O)=O.[Na+].C([N:41]1[CH2:45][CH2:44][CH:43]([O:46][C:47](=[O:54])[C:48]2[CH:53]=[CH:52][CH:51]=[CH:50][CH:49]=2)[CH2:42]1)C1C=CC=CC=1.ClC(OC(Cl)C)=O. (8) Given the product [F:20][C:21]1[CH:22]=[C:23]([C:2]2[N:3]=[CH:4][C:5]3[C:6]([CH:19]=2)=[C:7]2[C:15](=[CH:16][CH:17]=3)[C:14]3[C:13](=[O:18])[NH:12][CH2:11][CH2:10][C:9]=3[NH:8]2)[CH:24]=[CH:25][C:26]=1[O:27][CH3:28], predict the reactants needed to synthesize it. The reactants are: Cl[C:2]1[N:3]=[CH:4][C:5]2[C:6]([CH:19]=1)=[C:7]1[C:15](=[CH:16][CH:17]=2)[C:14]2[C:13](=[O:18])[NH:12][CH2:11][CH2:10][C:9]=2[NH:8]1.[F:20][C:21]1[CH:22]=[C:23](B(O)O)[CH:24]=[CH:25][C:26]=1[O:27][CH3:28]. (9) The reactants are: Cl[C:2]1[N:7]=[N:6][C:5]([N:8]2[CH2:13][CH2:12][CH:11]([C:14]([NH:16][C:17]3[CH:22]=[CH:21][C:20]([CH:23]4[CH2:28][CH2:27][N:26]([C:29]([O:31][C:32]([CH3:35])([CH3:34])[CH3:33])=[O:30])[CH2:25][CH2:24]4)=[CH:19][CH:18]=3)=[O:15])[CH2:10][CH2:9]2)=[CH:4][CH:3]=1.ClC1N=NC(N2CC(C(NC3C=CC(C4CCN(C([O-])=O)CC4)=CC=3)=O)C2)=CC=1. Given the product [N:7]1[CH:2]=[CH:3][CH:4]=[C:5]([N:8]2[CH2:9][CH2:10][CH:11]([C:14]([NH:16][C:17]3[CH:22]=[CH:21][C:20]([CH:23]4[CH2:28][CH2:27][N:26]([C:29]([O:31][C:32]([CH3:35])([CH3:34])[CH3:33])=[O:30])[CH2:25][CH2:24]4)=[CH:19][CH:18]=3)=[O:15])[CH2:12][CH2:13]2)[N:6]=1, predict the reactants needed to synthesize it. (10) Given the product [CH2:25]([NH:27][CH2:20][C:19]1[CH:18]=[C:17]([C:15]2[CH:14]=[CH:13][N:12]=[C:11]([NH:10][CH2:9][CH2:8][C:5]3[CH:6]=[CH:7][C:2]([OH:1])=[CH:3][CH:4]=3)[N:16]=2)[CH:24]=[CH:23][CH:22]=1)[CH3:26], predict the reactants needed to synthesize it. The reactants are: [OH:1][C:2]1[CH:7]=[CH:6][C:5]([CH2:8][CH2:9][NH:10][C:11]2[N:16]=[C:15]([C:17]3[CH:18]=[C:19]([CH:22]=[CH:23][CH:24]=3)[CH:20]=O)[CH:14]=[CH:13][N:12]=2)=[CH:4][CH:3]=1.[CH2:25]([NH2:27])[CH3:26].